From a dataset of Experimentally validated miRNA-target interactions with 360,000+ pairs, plus equal number of negative samples. Binary Classification. Given a miRNA mature sequence and a target amino acid sequence, predict their likelihood of interaction. (1) The miRNA is mmu-miR-465b-5p with sequence UAUUUAGAAUGGUGCUGAUCUG. The protein sequence of the target gene is MSYLKTTMEDEESSKKNENDSNADSQCPSVGFFHKDHMQKSKTGDTCDLFPKWKILKEGKSSIREMIDTHTNAANIKLEQDDETSEKSFYPSTNTMHQTIPTEPNCTKQGEHTENINGNVHPAHIADKKLHKCDECGKSFKYNSRLVQHKIMHTGEKRYECDDCRGTFRSSSSLRVHKRIHTGEKPYKCDECGKAYMSYSSLINHKSTHSGEKNCKCDECGKSFNYSSVLDQHKRIHTGEKPYECGECGKAFRNSSGLRVHKRIHTGEKPYECDTCGKTFSNSSGLRVHKRIHTGEKPYE.... Result: 0 (no interaction). (2) The miRNA is hsa-miR-431-5p with sequence UGUCUUGCAGGCCGUCAUGCA. The protein sequence of the target gene is MPCTCTWRNWRQWIRPLVAVIYLVSIVVAVPLCVWELQKLEVGIHTKAWFIAGIFLLLTIPISLWVILQHLVHYTQPELQKPIIRILWMVPIYSLDSWIALKYPGIAIYVDTCRECYEAYVIYNFMGFLTNYLTNRYPNLVLILEAKDQQKHFPPLCCCPPWAMGEVLLFRCKLGVLQYTVVRPFTTIVALICELLGIYDEGNFSFSNAWTYLVIINNMSQLFAMYCLLLFYKVLKEELSPIQPVGKFLCVKLVVFVSFWQAVVIALLVKVGVISEKHTWEWQTVEAVATGLQDFIICIE.... Result: 1 (interaction).